This data is from Reaction yield outcomes from USPTO patents with 853,638 reactions. The task is: Predict the reaction yield, written as a fraction of the theoretical maximum amount of product (1.0 means a 100% yield; for example, 0.34 means a 34% yield). (1) The reactants are [O:1]([CH2:8][C:9]([C:11]1[CH:16]=[CH:15][CH:14]=[CH:13][CH:12]=1)=[O:10])[C:2]1[CH:7]=[CH:6][CH:5]=[CH:4][CH:3]=1.[BH4-].[Na+]. The catalyst is CO. The product is [O:1]([CH2:8][CH:9]([C:11]1[CH:12]=[CH:13][CH:14]=[CH:15][CH:16]=1)[OH:10])[C:2]1[CH:3]=[CH:4][CH:5]=[CH:6][CH:7]=1. The yield is 0.800. (2) The reactants are [CH2:1]([O:3][C:4]([C:6]1[C:7]([C:11]([F:14])([F:13])[F:12])=[N:8][NH:9][CH:10]=1)=[O:5])[CH3:2].C(=O)([O-])[O-].[K+].[K+].I[C:22]1[CH:27]=[CH:26][CH:25]=[CH:24][CH:23]=1.CN[C@@H]1CCCC[C@H]1NC. The catalyst is C1(C)C=CC=CC=1.C(OCC)(=O)C.[Cu]I. The product is [CH2:1]([O:3][C:4]([C:6]1[C:7]([C:11]([F:13])([F:14])[F:12])=[N:8][N:9]([C:22]2[CH:27]=[CH:26][CH:25]=[CH:24][CH:23]=2)[CH:10]=1)=[O:5])[CH3:2]. The yield is 0.820. (3) The reactants are [CH3:1][O:2][C:3]([C:5]1[NH:6][C:7]2[C:12]([C:13]=1[Cl:14])=[CH:11][C:10]([O:15][CH3:16])=[CH:9][CH:8]=2)=[O:4].[C:17]([O:21][C:22]([NH:24][CH2:25][C:26]1[CH:31]=[CH:30][C:29](B(O)O)=[CH:28][CH:27]=1)=[O:23])([CH3:20])([CH3:19])[CH3:18].CN(C)C=O.C(N(CC)C(C)C)(C)C. The catalyst is C([O-])(=O)C.[Cu+2].C([O-])(=O)C. The product is [CH3:1][O:2][C:3]([C:5]1[N:6]([C:29]2[CH:28]=[CH:27][C:26]([CH2:25][NH:24][C:22]([O:21][C:17]([CH3:20])([CH3:19])[CH3:18])=[O:23])=[CH:31][CH:30]=2)[C:7]2[C:12]([C:13]=1[Cl:14])=[CH:11][C:10]([O:15][CH3:16])=[CH:9][CH:8]=2)=[O:4]. The yield is 0.480. (4) The reactants are [CH2:1]([O:5][C:6](=[O:22])[NH:7][CH2:8][C:9]1([C:15]2[CH:20]=[CH:19][C:18]([I:21])=[CH:17][CH:16]=2)[CH2:14][CH2:13][NH:12][CH2:11][CH2:10]1)[CH:2]([CH3:4])[CH3:3].[CH:23]1([CH:26]=O)[CH2:25][CH2:24]1.CC(O)=O.[BH-](OC(C)=O)(OC(C)=O)OC(C)=O.[Na+]. The catalyst is C(Cl)CCl.CCOC(C)=O. The product is [CH2:1]([O:5][C:6](=[O:22])[NH:7][CH2:8][C:9]1([C:15]2[CH:20]=[CH:19][C:18]([I:21])=[CH:17][CH:16]=2)[CH2:10][CH2:11][N:12]([CH2:26][CH:23]2[CH2:25][CH2:24]2)[CH2:13][CH2:14]1)[CH:2]([CH3:4])[CH3:3]. The yield is 0.950. (5) The reactants are C(O[C:4]([NH:6][C:7]1[CH:12]=[CH:11][CH:10]=[CH:9][C:8]=1[C:13]1[CH:18]=[CH:17][CH:16]=[CH:15][C:14]=1[CH3:19])=O)C.[OH2:20]. The product is [CH3:19][C:14]1[C:13]2[C:18](=[CH:4][N:6]=[C:7]3[C:8]=2[C:9](=[O:20])[CH2:10][CH:11]=[CH:12]3)[CH:17]=[CH:16][CH:15]=1. The yield is 0.650. No catalyst specified. (6) The reactants are [Cl:1][C:2]1[N:7]=[CH:6][C:5]([C:8]2[CH:9]=[CH:10][C:11]3[N:12]([C:14](I)=[C:15]([NH:17][C:18](=[O:20])[CH3:19])[N:16]=3)[N:13]=2)=[CH:4][C:3]=1[NH:22][S:23]([C:26]1[CH:31]=[CH:30][CH:29]=[C:28]([O:32][CH:33]([F:35])[F:34])[CH:27]=1)(=[O:25])=[O:24].CC1(C)C(C)(C)OB([C:44]2[CH2:49][CH2:48][N:47]([C:50]([O:52][C:53]([CH3:56])([CH3:55])[CH3:54])=[O:51])[CH2:46][CH:45]=2)O1. No catalyst specified. The product is [C:18]([NH:17][C:15]1[N:16]=[C:11]2[CH:10]=[CH:9][C:8]([C:5]3[CH:6]=[N:7][C:2]([Cl:1])=[C:3]([NH:22][S:23]([C:26]4[CH:31]=[CH:30][CH:29]=[C:28]([O:32][CH:33]([F:35])[F:34])[CH:27]=4)(=[O:25])=[O:24])[CH:4]=3)=[N:13][N:12]2[C:14]=1[C:44]1[CH2:49][CH2:48][N:47]([C:50]([O:52][C:53]([CH3:56])([CH3:55])[CH3:54])=[O:51])[CH2:46][CH:45]=1)(=[O:20])[CH3:19]. The yield is 0.259. (7) The product is [CH3:1][O:2][C:3]([C:5]1[S:6][C:7]([Br:11])=[CH:8][C:9]=1[NH:10][CH:18]1[CH2:19][CH2:20][C:15]2([O:22][CH2:12][CH2:13][O:14]2)[CH2:16][CH2:17]1)=[O:4]. The yield is 0.920. The catalyst is C1COCC1.C([Sn](Cl)(Cl)CCCC)CCC. The reactants are [CH3:1][O:2][C:3]([C:5]1[S:6][C:7]([Br:11])=[CH:8][C:9]=1[NH2:10])=[O:4].[CH2:12]1[O:22][C:15]2([CH2:20][CH2:19][C:18](=O)[CH2:17][CH2:16]2)[O:14][CH2:13]1.C1([SiH3])C=CC=CC=1. (8) The reactants are C([Li])CCC.C(NC(C)C)(C)C.[Br:13][C:14]1[CH:19]=[CH:18][CH:17]=[C:16]([F:20])[CH:15]=1.CN(C)[CH:23]=[O:24]. The catalyst is O1CCCC1. The product is [Br:13][C:14]1[CH:19]=[CH:18][CH:17]=[C:16]([F:20])[C:15]=1[CH:23]=[O:24]. The yield is 0.960.